Dataset: Full USPTO retrosynthesis dataset with 1.9M reactions from patents (1976-2016). Task: Predict the reactants needed to synthesize the given product. (1) Given the product [NH2:29][C:11]([C:12]([F:15])([F:14])[F:13])=[CH:10][C:9]([NH:8][C:5]1[CH:6]=[CH:7][C:2]([Cl:1])=[C:3]([C:18]2[S:19][C:20]([CH3:24])=[C:21]([CH3:23])[N:22]=2)[CH:4]=1)=[O:17], predict the reactants needed to synthesize it. The reactants are: [Cl:1][C:2]1[CH:7]=[CH:6][C:5]([NH:8][C:9](=[O:17])[CH2:10][C:11](=O)[C:12]([F:15])([F:14])[F:13])=[CH:4][C:3]=1[C:18]1[S:19][C:20]([CH3:24])=[C:21]([CH3:23])[N:22]=1.C([O-])(=O)C.[NH4+:29]. (2) Given the product [F:1][C:2]1[CH:11]=[CH:10][C:9]2[O:8][CH2:7][CH2:6][NH:13][C:5](=[O:12])[C:4]=2[CH:3]=1, predict the reactants needed to synthesize it. The reactants are: [F:1][C:2]1[CH:3]=[C:4]2[C:9](=[CH:10][CH:11]=1)[O:8][CH2:7][CH2:6][C:5]2=[O:12].[N-:13]=[N+]=[N-].[Na+].O.